From a dataset of NCI-60 drug combinations with 297,098 pairs across 59 cell lines. Regression. Given two drug SMILES strings and cell line genomic features, predict the synergy score measuring deviation from expected non-interaction effect. Drug 1: CC1=CC=C(C=C1)C2=CC(=NN2C3=CC=C(C=C3)S(=O)(=O)N)C(F)(F)F. Drug 2: C(CCl)NC(=O)N(CCCl)N=O. Cell line: OVCAR-4. Synergy scores: CSS=-1.71, Synergy_ZIP=2.05, Synergy_Bliss=2.74, Synergy_Loewe=-1.34, Synergy_HSA=-0.814.